This data is from Full USPTO retrosynthesis dataset with 1.9M reactions from patents (1976-2016). The task is: Predict the reactants needed to synthesize the given product. (1) Given the product [CH:1]1([C:4]([N:6]2[CH2:10][CH2:9][C@@H:8]([CH2:11][C:12]3[N:13]([C:18]4[CH:23]=[CH:22][C:21]([C:34]5[CH:35]=[CH:36][C:37]([N:40]6[CH:41]=[CH:42][CH:43]=[CH:44]6)=[CH:38][CH:39]=5)=[CH:20][CH:19]=4)[C:14](=[O:17])[NH:15][N:16]=3)[CH2:7]2)=[O:5])[CH2:2][CH2:3]1, predict the reactants needed to synthesize it. The reactants are: [CH:1]1([C:4]([N:6]2[CH2:10][CH2:9][C@@H:8]([CH2:11][C:12]3[N:13]([C:18]4[CH:23]=[CH:22][C:21](B5OC(C)(C)C(C)(C)O5)=[CH:20][CH:19]=4)[C:14](=[O:17])[NH:15][N:16]=3)[CH2:7]2)=[O:5])[CH2:3][CH2:2]1.Br[C:34]1[CH:39]=[CH:38][C:37]([N:40]2[CH:44]=[CH:43][CH:42]=[CH:41]2)=[CH:36][CH:35]=1.C(=O)([O-])[O-].[K+].[K+]. (2) Given the product [CH2:26]([N:39]([CH2:38][CH2:42][CH3:43])[CH2:25][CH2:10][CH2:9][CH2:8][NH:7][C:46](=[O:47])[C:26]1[CH:25]=[CH:10][C:9]([CH2:8][N:7]([CH2:6][C:2]2[NH:1][CH:5]=[CH:4][N:3]=2)[CH2:29][C:30]2[CH:31]=[CH:32][CH:33]=[C:34]([CH3:36])[N:35]=2)=[CH:28][CH:27]=1)[CH2:27][CH3:28], predict the reactants needed to synthesize it. The reactants are: [NH:1]1[CH:5]=[CH:4][N:3]=[C:2]1[CH2:6][NH:7][CH2:8][C:9]1[CH:28]=[CH:27][CH:26]=[CH:25][C:10]=1C(NCCCCN(CCC)CCC)=O.[CH3:29][C:30]1[N:35]=[C:34]([CH:36]=O)[CH:33]=[CH:32][CH:31]=1.[C:38]([BH3-])#[N:39].[Na+].[C:42](O)(=O)[CH3:43].[CH3:46][OH:47]. (3) Given the product [Cl:25][C:19]1[C:18]2[CH:17]=[C:12]([C:13]([O:15][CH3:16])=[O:14])[NH:11][C:23]=2[CH:22]=[CH:21][N:20]=1, predict the reactants needed to synthesize it. The reactants are: C(OC([NH:11]/[C:12](=[CH:17]\[C:18]1[C:19]([Cl:25])=[N:20][CH:21]=[CH:22][C:23]=1I)/[C:13]([O:15][CH3:16])=[O:14])=O)C1C=CC=CC=1.C([O-])([O-])=O.[K+].[K+].N1CCC[C@H]1C(O)=O. (4) Given the product [Cl:3][C:4]1[C:5]([F:35])=[C:6]([CH:31]=[CH:32][C:33]=1[F:34])[NH:7][C:8]1[C:17]2[C:12](=[CH:13][C:14]([O:29][CH3:30])=[C:15]([O:18][CH:19]3[CH2:24][CH2:23][N:22]([CH2:25][C:26]([N:40]4[CH2:41][CH2:42][N:37]([CH3:36])[CH2:38][CH2:39]4)=[O:28])[CH2:21][CH2:20]3)[CH:16]=2)[N:11]=[CH:10][N:9]=1, predict the reactants needed to synthesize it. The reactants are: Cl.Cl.[Cl:3][C:4]1[C:5]([F:35])=[C:6]([CH:31]=[CH:32][C:33]=1[F:34])[NH:7][C:8]1[C:17]2[C:12](=[CH:13][C:14]([O:29][CH3:30])=[C:15]([O:18][CH:19]3[CH2:24][CH2:23][N:22]([CH2:25][C:26]([OH:28])=O)[CH2:21][CH2:20]3)[CH:16]=2)[N:11]=[CH:10][N:9]=1.[CH3:36][N:37]1[CH2:42][CH2:41][NH:40][CH2:39][CH2:38]1. (5) Given the product [NH:1]1[C:9]2[C:4](=[CH:5][CH:6]=[CH:7][CH:8]=2)[C:3]([CH:10]=[C:11]2[C:15](=[O:16])[C:14]3[CH:17]=[CH:18][CH:19]=[C:20]([CH2:21][N:22]4[CH2:27][CH2:26][NH:25][CH2:24][CH2:23]4)[C:13]=3[O:12]2)=[CH:2]1, predict the reactants needed to synthesize it. The reactants are: [NH:1]1[C:9]2[C:4](=[CH:5][CH:6]=[CH:7][CH:8]=2)[C:3](/[CH:10]=[C:11]2\[O:12][C:13]3[C:20]([CH2:21][N:22]4[CH2:27][CH2:26][N:25](C(OC(C)(C)C)=O)[CH2:24][CH2:23]4)=[CH:19][CH:18]=[CH:17][C:14]=3[C:15]\2=[O:16])=[CH:2]1.Cl. (6) The reactants are: [Cl:1][C:2]1[CH:11]=[C:10]2[C:5]([C:6]([NH:12][CH2:13][CH2:14][NH2:15])=[CH:7][CH:8]=[N:9]2)=[CH:4][CH:3]=1.C(Cl)CCl.[CH3:20][CH2:21][N:22]([CH2:25][CH3:26])[CH2:23][CH3:24].[C:27]([O-])(O)=[O:28].[Na+]. Given the product [Cl:1][C:2]1[CH:11]=[C:10]2[C:5]([C:6]([N:12]([C:27](=[O:28])[CH2:20][CH2:21][N:22]([CH2:25][CH3:26])[CH2:23][CH3:24])[CH2:13][CH2:14][NH2:15])=[CH:7][CH:8]=[N:9]2)=[CH:4][CH:3]=1, predict the reactants needed to synthesize it. (7) Given the product [Cl:1][C:2]1[CH:10]=[CH:9][C:5]([C:6](=[O:7])[C:24]2[CH:23]=[CH:22][C:21]([N:27]3[CH2:28][CH2:29][CH2:30][CH2:31][CH2:32]3)=[CH:26][CH:25]=2)=[CH:4][C:3]=1[S:11]([NH2:12])(=[O:14])=[O:13], predict the reactants needed to synthesize it. The reactants are: [Cl:1][C:2]1[CH:10]=[CH:9][C:5]([C:6](Cl)=[O:7])=[CH:4][C:3]=1[S:11](=[O:14])(=[O:13])[NH2:12].[Cl-].C([Al+]CC)C.[C:21]1([N:27]2[CH2:32][CH2:31][CH2:30][CH2:29][CH2:28]2)[CH:26]=[CH:25][CH:24]=[CH:23][CH:22]=1.